This data is from Forward reaction prediction with 1.9M reactions from USPTO patents (1976-2016). The task is: Predict the product of the given reaction. (1) Given the reactants C(OC([N:8]1[C:17]2[C:12](=[CH:13][CH:14]=[C:15]([CH:18]([CH2:30][CH2:31][CH2:32][CH2:33][CH3:34])[C:19]#[C:20][C:21]3[CH:26]=[CH:25][C:24]([C:27]([OH:29])=[O:28])=[CH:23][CH:22]=3)[CH:16]=2)[C:11]([CH3:36])([CH3:35])[CH2:10][CH2:9]1)=O)(C)(C)C, predict the reaction product. The product is: [CH3:35][C:11]1([CH3:36])[C:12]2[C:17](=[CH:16][C:15]([CH:18]([CH2:30][CH2:31][CH2:32][CH2:33][CH3:34])[C:19]#[C:20][C:21]3[CH:22]=[CH:23][C:24]([C:27]([OH:29])=[O:28])=[CH:25][CH:26]=3)=[CH:14][CH:13]=2)[NH:8][CH2:9][CH2:10]1. (2) Given the reactants [C:1]([N:3]=[C:4]([N:13]1[C@H:22]2[C@@H:17]([CH2:18][CH2:19][CH2:20][CH2:21]2)[NH:16][CH2:15][CH2:14]1)[NH:5][C:6]1[CH:11]=[CH:10][CH:9]=[CH:8][C:7]=1[CH3:12])#[N:2].[Cl:23][C:24]1[CH:29]=[CH:28][C:27]([N:30]=[C:31]=[O:32])=[CH:26][CH:25]=1, predict the reaction product. The product is: [Cl:23][C:24]1[CH:29]=[CH:28][C:27]([NH:30][C:31]([N:16]2[C@H:17]3[C@@H:22]([CH2:21][CH2:20][CH2:19][CH2:18]3)[N:13]([C:4](=[N:3][C:1]#[N:2])[NH:5][C:6]3[CH:11]=[CH:10][CH:9]=[CH:8][C:7]=3[CH3:12])[CH2:14][CH2:15]2)=[O:32])=[CH:26][CH:25]=1.